Dataset: Reaction yield outcomes from USPTO patents with 853,638 reactions. Task: Predict the reaction yield, written as a fraction of the theoretical maximum amount of product (1.0 means a 100% yield; for example, 0.34 means a 34% yield). (1) The reactants are [C:1]([O:5][C:6]([N:8]1[C:17]2[C:12](=[CH:13][C:14]([C:18](=[N:20]O)[CH3:19])=[CH:15][CH:16]=2)[CH2:11][CH2:10][CH2:9]1)=[O:7])([CH3:4])([CH3:3])[CH3:2]. The catalyst is CO.[Ni].O. The product is [C:1]([O:5][C:6]([N:8]1[C:17]2[C:12](=[CH:13][C:14]([CH:18]([NH2:20])[CH3:19])=[CH:15][CH:16]=2)[CH2:11][CH2:10][CH2:9]1)=[O:7])([CH3:4])([CH3:2])[CH3:3]. The yield is 0.600. (2) The reactants are [CH3:1][C:2]1[CH:7]=[CH:6][C:5]([C:8]2[CH:13]=[C:12]([N+:14]([O-:16])=[O:15])[CH:11]=[C:10]([C:17]([OH:19])=[O:18])[CH:9]=2)=[CH:4][CH:3]=1.O=S(Cl)Cl.[CH3:24]O. No catalyst specified. The product is [CH3:24][O:18][C:17]([C:10]1[CH:9]=[C:8]([C:5]2[CH:6]=[CH:7][C:2]([CH3:1])=[CH:3][CH:4]=2)[CH:13]=[C:12]([N+:14]([O-:16])=[O:15])[CH:11]=1)=[O:19]. The yield is 0.920. (3) The reactants are C([NH:5][S:6]([C:9]1[CH:14]=[CH:13][C:12]([C:15]2[N:16]=[CH:17][N:18]([C:20]3[N:25]=[C:24]([C:26]([F:29])([F:28])[F:27])[CH:23]=[C:22]([C:30]4[CH:35]=[CH:34][C:33]([Cl:36])=[CH:32][CH:31]=4)[N:21]=3)[CH:19]=2)=[CH:11][CH:10]=1)(=[O:8])=[O:7])(C)(C)C.C(O)(C(F)(F)F)=O. The catalyst is ClCCl. The product is [Cl:36][C:33]1[CH:32]=[CH:31][C:30]([C:22]2[CH:23]=[C:24]([C:26]([F:27])([F:28])[F:29])[N:25]=[C:20]([N:18]3[CH:19]=[C:15]([C:12]4[CH:13]=[CH:14][C:9]([S:6]([NH2:5])(=[O:7])=[O:8])=[CH:10][CH:11]=4)[N:16]=[CH:17]3)[N:21]=2)=[CH:35][CH:34]=1. The yield is 0.100. (4) The reactants are [C:1]1([N:7]2[C:19]3[CH:18]=[CH:17][CH:16]=[CH:15][C:14]=3[C:13]3[C:8]2=[CH:9][CH:10]=[CH:11][CH:12]=3)[CH:6]=[CH:5][CH:4]=[CH:3][CH:2]=1.[Br:20]N1C(=O)CCC1=O. The catalyst is C(O)(=O)C. The product is [Br:20][C:16]1[CH:17]=[CH:18][C:19]2[N:7]([C:1]3[CH:2]=[CH:3][CH:4]=[CH:5][CH:6]=3)[C:8]3[C:13]([C:14]=2[CH:15]=1)=[CH:12][CH:11]=[CH:10][CH:9]=3. The yield is 0.880. (5) The yield is 0.420. The product is [F:15][C:16]1[CH:17]=[C:18](/[CH:19]=[CH:1]/[C:2]2[CH:7]=[N:6][CH:5]=[C:4]([CH3:8])[N:3]=2)[CH:21]=[CH:22][CH:23]=1. The catalyst is C1COCC1.C(OCC)(=O)C. The reactants are [CH3:1][C:2]1[CH:7]=[N:6][CH:5]=[C:4]([CH3:8])[N:3]=1.CC(C)([O-])C.[K+].[F:15][C:16]1[CH:17]=[C:18]([CH:21]=[CH:22][CH:23]=1)[CH:19]=O.CCCCCC. (6) The reactants are [F:1][C:2]1[CH:7]=[CH:6][CH:5]=[CH:4][C:3]=1[C@@:8]1([NH:19][C:20]([NH:22][C:23](=[O:30])[C:24]2[CH:29]=[CH:28][CH:27]=[CH:26][CH:25]=2)=[S:21])[C@H:12]([CH2:13]O)[C@@H:11]([C:15]([F:18])([F:17])[F:16])[O:10][CH2:9]1.N1C=CC=CC=1.FC(F)(F)S(OS(C(F)(F)F)(=O)=O)(=O)=O.[NH4+].[Cl-]. The catalyst is C(Cl)Cl.O. The product is [F:1][C:2]1[CH:7]=[CH:6][CH:5]=[CH:4][C:3]=1[C@:8]12[CH2:9][O:10][C@H:11]([C:15]([F:16])([F:17])[F:18])[C@H:12]1[CH2:13][S:21][C:20]([NH:22][C:23](=[O:30])[C:24]1[CH:29]=[CH:28][CH:27]=[CH:26][CH:25]=1)=[N:19]2. The yield is 1.00. (7) The reactants are [NH2:1][C:2]1[CH:3]=[C:4]([OH:12])[C:5](=[CH:10][CH:11]=1)[C:6]([O:8][CH3:9])=[O:7].[Cl:13][C:14]1[S:15][C:16]([Cl:24])=[C:17]([CH3:23])[C:18]=1[S:19](Cl)(=[O:21])=[O:20].N1C=CC=CC=1. The catalyst is C(Cl)Cl. The product is [Cl:13][C:14]1[S:15][C:16]([Cl:24])=[C:17]([CH3:23])[C:18]=1[S:19]([NH:1][C:2]1[CH:11]=[CH:10][C:5]([C:6]([O:8][CH3:9])=[O:7])=[C:4]([OH:12])[CH:3]=1)(=[O:21])=[O:20]. The yield is 0.180.